Task: Predict which catalyst facilitates the given reaction.. Dataset: Catalyst prediction with 721,799 reactions and 888 catalyst types from USPTO (1) Reactant: Cl[C:2]1[N:10]=[C:9]2[C:5]([N:6]=[C:7]([CH2:12][N:13]3[CH2:18][C@@H:17]4[CH2:19][C@H:14]3[CH2:15][N:16]4[C:20]([CH3:24])([CH3:23])[CH2:21][OH:22])[N:8]2[CH3:11])=[C:4]([N:25]2[CH2:30][CH2:29][O:28][CH2:27][CH2:26]2)[N:3]=1.[CH2:31]([C:33]1[NH:37][C:36]2[CH:38]=[CH:39][CH:40]=[CH:41][C:35]=2[N:34]=1)[CH3:32].CC(C1C=C(C(C)C)C(C2C=CC=CC=2P(C2CCCCC2)C2CCCCC2)=C(C(C)C)C=1)C.C(=O)([O-])[O-].[Cs+].[Cs+]. Product: [CH2:31]([C:33]1[N:34]([C:2]2[N:10]=[C:9]3[C:5]([N:6]=[C:7]([CH2:12][N:13]4[CH2:18][C@@H:17]5[CH2:19][C@H:14]4[CH2:15][N:16]5[C:20]([CH3:23])([CH3:24])[CH2:21][OH:22])[N:8]3[CH3:11])=[C:4]([N:25]3[CH2:30][CH2:29][O:28][CH2:27][CH2:26]3)[N:3]=2)[C:35]2[CH:41]=[CH:40][CH:39]=[CH:38][C:36]=2[N:37]=1)[CH3:32]. The catalyst class is: 533. (2) Reactant: C(O)(C(F)(F)F)=O.O.[Cl:9][C:10]1[S:14][C:13]([C:15]([NH:17][C:18]2[CH:26]=[CH:25][CH:24]=[C:23]3[C:19]=2[C:20](=[O:44])[N:21]([CH2:28][C:29]2[CH:30]=[C:31]([CH:41]=[CH:42][CH:43]=2)[CH2:32][NH:33]C(=O)OC(C)(C)C)[C:22]3=[O:27])=[O:16])=[CH:12][CH:11]=1. Product: [NH2:33][CH2:32][C:31]1[CH:30]=[C:29]([CH:43]=[CH:42][CH:41]=1)[CH2:28][N:21]1[C:20](=[O:44])[C:19]2[C:23](=[CH:24][CH:25]=[CH:26][C:18]=2[NH:17][C:15]([C:13]2[S:14][C:10]([Cl:9])=[CH:11][CH:12]=2)=[O:16])[C:22]1=[O:27]. The catalyst class is: 22. (3) Reactant: Br[C:2]1[CH:7]=[CH:6][C:5]([Br:8])=[CH:4][N:3]=1.[Li]CCCC.[C:14]1(=[O:18])[CH2:17][CH2:16][CH2:15]1. Product: [Br:8][C:5]1[CH:6]=[CH:7][C:2]([C:14]2([OH:18])[CH2:17][CH2:16][CH2:15]2)=[N:3][CH:4]=1. The catalyst class is: 11. (4) Reactant: Br[C:2]1[CH:7]=[CH:6][C:5]([C@H:8]([C:19]2[CH:24]=[CH:23][C:22]([Cl:25])=[CH:21][C:20]=2[CH3:26])[CH2:9][C:10]([C:12]2[CH:17]=[CH:16][N:15]=[C:14]([CH3:18])[CH:13]=2)=[O:11])=[CH:4][CH:3]=1.[CH3:27][S:28]([O-:30])=[O:29].[Na+].N1CCC[C@H]1C(O)=O.[OH-].[Na+]. Product: [Cl:25][C:22]1[CH:23]=[CH:24][C:19]([C@@H:8]([C:5]2[CH:6]=[CH:7][C:2]([S:28]([CH3:27])(=[O:30])=[O:29])=[CH:3][CH:4]=2)[CH2:9][C:10]([C:12]2[CH:17]=[CH:16][N:15]=[C:14]([CH3:18])[CH:13]=2)=[O:11])=[C:20]([CH3:26])[CH:21]=1. The catalyst class is: 185. (5) Reactant: [CH:1]1([N:6]2[C:14]3[CH:13]=[CH:12][N:11]=[C:10]([O:15]C)[C:9]=3[C:8]([C:17]3[CH:18]=[C:19]([CH2:23][C:24]#[N:25])[CH:20]=[CH:21][CH:22]=3)=[N:7]2)[CH2:5][CH2:4][CH2:3][CH2:2]1.[I-].[Na+].Cl[Si](C)(C)C.O. Product: [CH:1]1([N:6]2[C:14]3[CH:13]=[CH:12][NH:11][C:10](=[O:15])[C:9]=3[C:8]([C:17]3[CH:18]=[C:19]([CH2:23][C:24]#[N:25])[CH:20]=[CH:21][CH:22]=3)=[N:7]2)[CH2:5][CH2:4][CH2:3][CH2:2]1. The catalyst class is: 10. (6) Reactant: Br[C:2]1[CH:3]=[C:4]2[C:9](=[CH:10][CH:11]=1)[N:8]=[CH:7][CH:6]=[C:5]2[S:12][C:13]1([C:17]([O:19][CH2:20][CH3:21])=[O:18])[CH2:16][CH2:15][CH2:14]1.[F:22][C:23]([F:34])([F:33])[C:24]1[CH:29]=[CH:28][C:27](B(O)O)=[CH:26][CH:25]=1.C(=O)([O-])[O-].[Na+].[Na+].O1CCOCC1. Product: [F:22][C:23]([F:34])([F:33])[C:24]1[CH:29]=[CH:28][C:27]([C:2]2[CH:3]=[C:4]3[C:9](=[CH:10][CH:11]=2)[N:8]=[CH:7][CH:6]=[C:5]3[S:12][C:13]2([C:17]([O:19][CH2:20][CH3:21])=[O:18])[CH2:16][CH2:15][CH2:14]2)=[CH:26][CH:25]=1. The catalyst class is: 263. (7) Reactant: [CH3:1][C:2]1[S:3][C:4]2[CH:10]=[CH:9][C:8]([O:11][CH2:12][C@H:13]([OH:24])[CH2:14][N:15]3[CH2:20][CH2:19][N:18]([CH:21]([CH3:23])C)[CH2:17][CH2:16]3)=[CH:7][C:5]=2[N:6]=1.ClCC1[O:28][C:29]2[CH:35]=[CH:34][C:33]([C:36]3[CH:41]=[CH:40][CH:39]=[CH:38][CH:37]=3)=[CH:32][C:30]=2[N:31]=1. Product: [CH3:1][C:2]1[S:3][C:4]2[CH:10]=[CH:9][C:8]([O:11][CH2:12][C@H:13]([OH:24])[CH2:14][N:15]3[CH2:16][CH2:17][N:18]([CH2:21][C:23]4[O:28][C:29]5[CH:35]=[CH:34][C:33]([C:36]6[CH:41]=[CH:40][CH:39]=[CH:38][CH:37]=6)=[CH:32][C:30]=5[N:31]=4)[CH2:19][CH2:20]3)=[CH:7][C:5]=2[N:6]=1. The catalyst class is: 3. (8) Reactant: [C:1]1([C:7]2[C:8](=[O:25])[NH:9][C:10](=[O:24])[C:11]=2[NH:12][C:13]2[CH:18]=[CH:17][C:16]([O:19][C:20]([F:23])([F:22])[F:21])=[CH:15][CH:14]=2)[CH:6]=[CH:5][CH:4]=[CH:3][CH:2]=1.N(C(OCC)=O)=NC(OCC)=O.C1(P(C2C=CC=CC=2)C2C=CC=CC=2)C=CC=CC=1.[F:57][C:58]([F:62])([F:61])[CH2:59]O. The catalyst class is: 1. Product: [C:1]1([C:7]2[C:8](=[O:25])[N:9]([CH2:59][C:58]([F:62])([F:61])[F:57])[C:10](=[O:24])[C:11]=2[NH:12][C:13]2[CH:14]=[CH:15][C:16]([O:19][C:20]([F:22])([F:23])[F:21])=[CH:17][CH:18]=2)[CH:2]=[CH:3][CH:4]=[CH:5][CH:6]=1. (9) Reactant: [CH3:1][N:2]1[CH2:24][CH2:23][C:5]2[N:6]([CH2:14][CH:15]([C:17]3[CH:22]=[CH:21][N:20]=[CH:19][CH:18]=3)[OH:16])[C:7]3[CH:8]=[CH:9][C:10]([CH3:13])=[CH:11][C:12]=3[C:4]=2[CH2:3]1.[C:25](O)(=[O:29])[CH:26]([CH3:28])[CH3:27].CCN=C=NCCCN(C)C.Cl. Product: [C:25]([O:16][CH:15]([C:17]1[CH:18]=[CH:19][N:20]=[CH:21][CH:22]=1)[CH2:14][N:6]1[C:7]2[CH:8]=[CH:9][C:10]([CH3:13])=[CH:11][C:12]=2[C:4]2[CH2:3][N:2]([CH3:1])[CH2:24][CH2:23][C:5]1=2)(=[O:29])[CH:26]([CH3:28])[CH3:27]. The catalyst class is: 64.